From a dataset of Catalyst prediction with 721,799 reactions and 888 catalyst types from USPTO. Predict which catalyst facilitates the given reaction. (1) Reactant: [C:1]([NH:4][C:5]([CH2:16][CH2:17][C:18]1[CH:23]=[CH:22][C:21]([S:24][C:25]2[CH:30]=[CH:29][C:28]([C:31](=[O:34])[CH2:32]Cl)=[CH:27][CH:26]=2)=[CH:20][CH:19]=1)([C:11]([O:13][CH2:14][CH3:15])=[O:12])[C:6]([O:8][CH2:9][CH3:10])=[O:7])(=[O:3])[CH3:2].[CH:35]1([C:38]([OH:40])=[O:39])[CH2:37][CH2:36]1.CCN(CC)CC. Product: [C:1]([NH:4][C:5]([CH2:16][CH2:17][C:18]1[CH:23]=[CH:22][C:21]([S:24][C:25]2[CH:30]=[CH:29][C:28]([C:31](=[O:34])[CH2:32][O:40][C:38]([CH:35]3[CH2:37][CH2:36]3)=[O:39])=[CH:27][CH:26]=2)=[CH:20][CH:19]=1)([C:11]([O:13][CH2:14][CH3:15])=[O:12])[C:6]([O:8][CH2:9][CH3:10])=[O:7])(=[O:3])[CH3:2]. The catalyst class is: 23. (2) Reactant: [Br:1][C:2]1[C:3]([CH3:9])=[C:4]([CH:6]=[CH:7][CH:8]=1)[NH2:5].[F:10][C:11]1[CH:12]=[C:13]2[C:17](=[CH:18][CH:19]=1)[C:16](=[O:20])[O:15][C:14]2=O. Product: [Br:1][C:2]1[C:3]([CH3:9])=[C:4]([N:5]2[C:14](=[O:15])[C:13]3[C:17](=[CH:18][CH:19]=[C:11]([F:10])[CH:12]=3)[C:16]2=[O:20])[CH:6]=[CH:7][CH:8]=1. The catalyst class is: 15. (3) Reactant: [F:1][C:2]([F:19])([F:18])[C:3]1[CH:4]=[C:5]([NH:13][CH2:14][C:15]([OH:17])=O)[CH:6]=[C:7]([C:9]([F:12])([F:11])[F:10])[CH:8]=1.[NH:20]1[CH2:25][CH2:24][NH:23][CH2:22][C:21]1=[O:26].N1(OC(N(C)C)=[N+](C)C)C2N=CC=CC=2N=N1.C(N(CC)C(C)C)(C)C. Product: [F:10][C:9]([F:11])([F:12])[C:7]1[CH:6]=[C:5]([NH:13][CH2:14][C:15]([N:23]2[CH2:24][CH2:25][NH:20][C:21](=[O:26])[CH2:22]2)=[O:17])[CH:4]=[C:3]([C:2]([F:1])([F:19])[F:18])[CH:8]=1. The catalyst class is: 9. (4) The catalyst class is: 56. Reactant: [Li+].[BH4-].[F:3][C:4]1([F:26])[CH2:8][N:7]([C:9]2[CH:14]=[CH:13][C:12]([N+:15]([O-:17])=[O:16])=[C:11]([C:18]([F:21])([F:20])[F:19])[CH:10]=2)[C@H:6]([C:22](OC)=[O:23])[CH2:5]1. Product: [F:26][C:4]1([F:3])[CH2:8][N:7]([C:9]2[CH:14]=[CH:13][C:12]([N+:15]([O-:17])=[O:16])=[C:11]([C:18]([F:20])([F:21])[F:19])[CH:10]=2)[C@H:6]([CH2:22][OH:23])[CH2:5]1. (5) Reactant: [CH3:1][C:2]1[CH:7]=[CH:6][C:5]([O:8][C:9]2[CH:14]=[CH:13][CH:12]=[CH:11][CH:10]=2)=[CH:4][N:3]=1.S([O-])([O-])=[O:16].[Na+].[Na+]. Product: [CH3:1][C:2]1[CH:7]=[CH:6][C:5]([O:8][C:9]2[CH:10]=[CH:11][CH:12]=[CH:13][CH:14]=2)=[CH:4][N+:3]=1[O-:16]. The catalyst class is: 2. (6) Reactant: [F:1][C:2]1[C:8]([F:9])=[CH:7][CH:6]=[CH:5][C:3]=1[NH2:4].C(=O)([O-])[O-].[K+].[K+].[Br:16][CH2:17][C:18](Br)=[O:19].O. Product: [Br:16][CH2:17][C:18]([NH:4][C:3]1[CH:5]=[CH:6][CH:7]=[C:8]([F:9])[C:2]=1[F:1])=[O:19]. The catalyst class is: 4.